This data is from Full USPTO retrosynthesis dataset with 1.9M reactions from patents (1976-2016). The task is: Predict the reactants needed to synthesize the given product. (1) Given the product [Cl:56][C:57]1[CH:62]=[CH:61][C:60]([CH2:63][NH:64][C:19](=[O:21])[CH2:18][C@@H:10]2[CH2:9][CH:8]=[CH:7][CH2:6][CH2:5][C:4](=[O:26])[O:3][C@@H:2]([CH3:1])[C@@H:13]3[CH2:14][CH2:15][CH2:16][N:12]3[C:11]2=[O:17])=[CH:59][CH:58]=1, predict the reactants needed to synthesize it. The reactants are: [CH3:1][C@H:2]1[C@@H:13]2[CH2:14][CH2:15][CH2:16][N:12]2[C:11](=[O:17])[C@H:10]([CH2:18][C:19]([O:21]C(C)(C)C)=O)[CH2:9][CH:8]=[CH:7][CH2:6][CH2:5][C:4](=[O:26])[O:3]1.FC(F)(F)C(O)=O.C[C@H]1[C@@H]2CCCN2C(=O)[C@H](CC(O)=O)CC=CCCC(=O)O1.[Cl:56][C:57]1[CH:62]=[CH:61][C:60]([CH2:63][NH2:64])=[CH:59][CH:58]=1. (2) Given the product [CH2:1]([O:3][C:4]1[C:13]([CH2:14][CH3:15])=[CH:12][CH:11]=[C:10]([NH:16][S:17]([C:20]2[CH:25]=[CH:24][CH:23]=[CH:22][C:21]=2[F:26])(=[O:18])=[O:19])[C:5]=1[C:6]([OH:8])=[O:7])[CH3:2], predict the reactants needed to synthesize it. The reactants are: [CH2:1]([O:3][C:4]1[C:13]([CH2:14][CH3:15])=[CH:12][CH:11]=[C:10]([NH:16][S:17]([C:20]2[CH:25]=[CH:24][CH:23]=[CH:22][C:21]=2[F:26])(=[O:19])=[O:18])[C:5]=1[C:6]([O:8]C)=[O:7])[CH3:2].O.[OH-].[Li+].Cl.